Dataset: Reaction yield outcomes from USPTO patents with 853,638 reactions. Task: Predict the reaction yield, written as a fraction of the theoretical maximum amount of product (1.0 means a 100% yield; for example, 0.34 means a 34% yield). (1) The reactants are [CH3:1][N:2]([CH3:36])[C:3](=[O:35])[O:4][C:5]1[CH:10]=[CH:9][C:8]([CH:11]([OH:32])[CH2:12][CH2:13][O:14][Si:15]([C:28]([CH3:31])([CH3:30])[CH3:29])([C:22]2[CH:27]=[CH:26][CH:25]=[CH:24][CH:23]=2)[C:16]2[CH:21]=[CH:20][CH:19]=[CH:18][CH:17]=2)=[C:7]([CH:33]=[CH2:34])[CH:6]=1.C(Br)(Br)(Br)[Br:38].C1(P(C2C=CC=CC=2)C2C=CC=CC=2)C=CC=CC=1. The catalyst is ClCCl. The product is [CH3:36][N:2]([CH3:1])[C:3](=[O:35])[O:4][C:5]1[CH:10]=[CH:9][C:8]([C:11]([Br:38])([OH:32])[CH2:12][CH2:13][O:14][Si:15]([C:28]([CH3:29])([CH3:30])[CH3:31])([C:22]2[CH:23]=[CH:24][CH:25]=[CH:26][CH:27]=2)[C:16]2[CH:21]=[CH:20][CH:19]=[CH:18][CH:17]=2)=[C:7]([CH:33]=[CH2:34])[CH:6]=1. The yield is 0.780. (2) The reactants are [CH3:1][N:2]1[C:10]2[C:9]([O:11][C:12]3[CH:18]=[CH:17][C:15]([NH2:16])=[CH:14][CH:13]=3)=[N:8][CH:7]=[N:6][C:5]=2[CH:4]=[CH:3]1.C(N(CC)CC)C.[C:26](Cl)(=[O:33])[C:27]1[CH:32]=[CH:31][CH:30]=[CH:29][CH:28]=1. The catalyst is O1CCCC1.O. The product is [CH3:1][N:2]1[C:10]2[C:9]([O:11][C:12]3[CH:18]=[CH:17][C:15]([NH:16][C:26](=[O:33])[C:27]4[CH:32]=[CH:31][CH:30]=[CH:29][CH:28]=4)=[CH:14][CH:13]=3)=[N:8][CH:7]=[N:6][C:5]=2[CH:4]=[CH:3]1. The yield is 0.0760.